This data is from Full USPTO retrosynthesis dataset with 1.9M reactions from patents (1976-2016). The task is: Predict the reactants needed to synthesize the given product. (1) Given the product [O:35]([C:17]1[C:22]([C:23]([O:25][CH2:1][CH3:2])=[O:24])=[CH:21][N:20]=[CH:19][CH:18]=1)[C:29]1[CH:34]=[CH:33][CH:32]=[CH:31][CH:30]=1, predict the reactants needed to synthesize it. The reactants are: [CH2:1]1CCC(N=C=NC2CCCCC2)C[CH2:2]1.Cl[C:17]1[C:22]([C:23]([OH:25])=[O:24])=[CH:21][N:20]=[CH:19][CH:18]=1.C(O)C.[C:29]1([OH:35])[CH:34]=[CH:33][CH:32]=[CH:31][CH:30]=1.C([O-])([O-])=O.[K+].[K+]. (2) Given the product [CH2:8]([C:9]1[S:13][C:12]([C:14](=[O:16])[CH3:15])=[CH:11][CH:10]=1)[CH2:7][C:1]1[CH:2]=[CH:3][CH:4]=[CH:5][CH:6]=1, predict the reactants needed to synthesize it. The reactants are: [C:1]1([C:7]#[C:8][C:9]2[S:13][C:12]([C:14](=[O:16])[CH3:15])=[CH:11][CH:10]=2)[CH:6]=[CH:5][CH:4]=[CH:3][CH:2]=1. (3) The reactants are: [CH:1]1([CH:6]=[C:7]([C:18]2[NH:28][C:21]3=[N:22][CH:23]=[C:24]([O:26][CH3:27])[CH:25]=[C:20]3[CH:19]=2)[C:8]2[CH:13]=[CH:12][C:11]([C:14]([F:17])([F:16])[F:15])=[CH:10][CH:9]=2)[CH2:5][CH2:4][CH2:3][CH2:2]1. Given the product [CH:1]1([CH2:6][CH:7]([C:18]2[NH:28][C:21]3=[N:22][CH:23]=[C:24]([O:26][CH3:27])[CH:25]=[C:20]3[CH:19]=2)[C:8]2[CH:13]=[CH:12][C:11]([C:14]([F:17])([F:15])[F:16])=[CH:10][CH:9]=2)[CH2:5][CH2:4][CH2:3][CH2:2]1, predict the reactants needed to synthesize it. (4) Given the product [C:15]([S:14][CH2:13][CH2:12][NH:11][C:10]1[C:5]([C:3]([O-:4])=[O:2])=[N:6][CH:7]=[CH:8][N:9]=1)([C:28]1[CH:33]=[CH:32][CH:31]=[CH:30][CH:29]=1)([C:16]1[CH:17]=[CH:18][CH:19]=[CH:20][CH:21]=1)[C:22]1[CH:23]=[CH:24][CH:25]=[CH:26][CH:27]=1.[Li+:34], predict the reactants needed to synthesize it. The reactants are: C[O:2][C:3]([C:5]1[C:10]([NH:11][CH2:12][CH2:13][S:14][C:15]([C:28]2[CH:33]=[CH:32][CH:31]=[CH:30][CH:29]=2)([C:22]2[CH:27]=[CH:26][CH:25]=[CH:24][CH:23]=2)[C:16]2[CH:21]=[CH:20][CH:19]=[CH:18][CH:17]=2)=[N:9][CH:8]=[CH:7][N:6]=1)=[O:4].[Li+:34].[OH-].O. (5) Given the product [OH:10][C:11]1[C:12]([CH3:33])=[C:13]([CH3:32])[C:14]([NH:18][C:19](=[O:31])[CH2:20][CH2:21][CH2:22][CH2:23][CH2:24][CH2:25][CH2:26][CH2:27][CH2:28][CH2:29][CH3:30])=[N:15][C:16]=1[CH3:17], predict the reactants needed to synthesize it. The reactants are: CO.C([O:10][C:11]1[C:12]([CH3:33])=[C:13]([CH3:32])[C:14]([NH:18][C:19](=[O:31])[CH2:20][CH2:21][CH2:22][CH2:23][CH2:24][CH2:25][CH2:26][CH2:27][CH2:28][CH2:29][CH3:30])=[N:15][C:16]=1[CH3:17])C1C=CC=CC=1.